Dataset: Full USPTO retrosynthesis dataset with 1.9M reactions from patents (1976-2016). Task: Predict the reactants needed to synthesize the given product. Given the product [NH2:15][C:14]1[CH:13]=[CH:12][C:11]([N:18]2[CH2:23][CH2:22][N:21]([C:24](=[O:26])[CH3:25])[CH2:20][CH2:19]2)=[CH:10][C:9]=1[O:8][CH2:1][C:2]1[CH:7]=[CH:6][CH:5]=[CH:4][CH:3]=1, predict the reactants needed to synthesize it. The reactants are: [CH2:1]([O:8][C:9]1[CH:10]=[C:11]([N:18]2[CH2:23][CH2:22][N:21]([C:24](=[O:26])[CH3:25])[CH2:20][CH2:19]2)[CH:12]=[CH:13][C:14]=1[N+:15]([O-])=O)[C:2]1[CH:7]=[CH:6][CH:5]=[CH:4][CH:3]=1.